Dataset: Forward reaction prediction with 1.9M reactions from USPTO patents (1976-2016). Task: Predict the product of the given reaction. (1) Given the reactants [F:1][C:2]1[CH:3]=[CH:4][C:5]2[N:6]([C:8]([C:11]3[N:16]=[C:15]([NH:17][C@@H:18]4[CH2:23][CH2:22][CH2:21][NH:20][CH2:19]4)[CH:14]=[CH:13][N:12]=3)=[CH:9][N:10]=2)[CH:7]=1.Br[C:25]([CH3:32])([CH3:31])[C:26]([O:28]CC)=[O:27].[C:33](=[O:36])([O-])[O-].[K+].[K+].[OH2:39], predict the reaction product. The product is: [F:1][C:2]1[CH:3]=[CH:4][C:5]2[N:6]([C:8]([C:11]3[N:16]=[C:15]([NH:17][C@@H:18]4[CH2:23][CH2:22][CH2:21][N:20]([C:25]([CH3:31])([CH3:32])[C:26]([O:28][N:6]5[C:5](=[O:39])[CH2:4][CH2:3][C:33]5=[O:36])=[O:27])[CH2:19]4)[CH:14]=[CH:13][N:12]=3)=[CH:9][N:10]=2)[CH:7]=1. (2) Given the reactants [C:1]([O:5][C:6]([NH:8][C@H:9]([C:27]([O:29][C:30]([CH3:33])([CH3:32])[CH3:31])=[O:28])[CH2:10][C@H:11]([CH2:19][C:20]1[CH:25]=[CH:24][C:23]([OH:26])=[CH:22][CH:21]=1)[C:12]([O:14][C:15]([CH3:18])([CH3:17])[CH3:16])=[O:13])=[O:7])([CH3:4])([CH3:3])[CH3:2].C(=O)([O-])[O-].[Cs+].[Cs+].[C:40]1([CH3:64])[CH:45]=[CH:44][C:43]([S:46]([O:49][CH2:50][CH2:51][CH2:52]OS(C2C=CC(C)=CC=2)(=O)=O)(=[O:48])=[O:47])=[CH:42][CH:41]=1, predict the reaction product. The product is: [C:1]([O:5][C:6]([NH:8][C@H:9]([C:27]([O:29][C:30]([CH3:33])([CH3:32])[CH3:31])=[O:28])[CH2:10][C@H:11]([CH2:19][C:20]1[CH:25]=[CH:24][C:23]([O:26][CH2:52][CH2:51][CH2:50][O:49][S:46]([C:43]2[CH:42]=[CH:41][C:40]([CH3:64])=[CH:45][CH:44]=2)(=[O:47])=[O:48])=[CH:22][CH:21]=1)[C:12]([O:14][C:15]([CH3:16])([CH3:18])[CH3:17])=[O:13])=[O:7])([CH3:2])([CH3:3])[CH3:4]. (3) Given the reactants Cl[C:2]1[C:7]([C:8]#[N:9])=[C:6]([NH:10][CH2:11][CH2:12][OH:13])[N:5]=[C:4]([NH:14][CH2:15][CH2:16][OH:17])[N:3]=1.[CH2:18]([O:20][C:21]1[CH:26]=[CH:25][CH:24]=[CH:23][C:22]=1[N:27]1[CH2:32][CH2:31][NH:30][CH2:29][CH2:28]1)[CH3:19].C(N(C(C)C)C(C)C)C, predict the reaction product. The product is: [CH2:18]([O:20][C:21]1[CH:26]=[CH:25][CH:24]=[CH:23][C:22]=1[N:27]1[CH2:28][CH2:29][N:30]([C:2]2[C:7]([C:8]#[N:9])=[C:6]([NH:10][CH2:11][CH2:12][OH:13])[N:5]=[C:4]([NH:14][CH2:15][CH2:16][OH:17])[N:3]=2)[CH2:31][CH2:32]1)[CH3:19].